From a dataset of Antibody paratope prediction from SAbDab with 1,023 antibody chains. Token-level Classification. Given an antibody amino acid sequence, predict which amino acid positions are active in antigen binding. Output is a list of indices for active paratope positions. Given the antibody sequence: MLTQPHSVSESPGKTVTISCTRSSGSIASNYVQWYQQRPGSSPTTVIYEDNQRPSGVPDRFSGSIDSSSNSASLTISGLKTEDEADYYCQSYDSSSWVFGGGTKLTVL, which amino acid positions are active in antigen binding (paratope)? The paratope positions are: [27, 28, 65, 66].